Dataset: Reaction yield outcomes from USPTO patents with 853,638 reactions. Task: Predict the reaction yield, written as a fraction of the theoretical maximum amount of product (1.0 means a 100% yield; for example, 0.34 means a 34% yield). The reactants are [C:1](Cl)(=[O:9])[O:2][C:3]1[CH:8]=[CH:7][CH:6]=[CH:5][CH:4]=1.N1C=CC=CC=1.[N:17]1[CH:22]=[CH:21][CH:20]=[N:19][C:18]=1[NH2:23]. The catalyst is ClCCl. The product is [N:17]1[CH:22]=[CH:21][CH:20]=[N:19][C:18]=1[NH:23][C:1](=[O:9])[O:2][C:3]1[CH:8]=[CH:7][CH:6]=[CH:5][CH:4]=1. The yield is 0.617.